The task is: Predict the reaction yield, written as a fraction of the theoretical maximum amount of product (1.0 means a 100% yield; for example, 0.34 means a 34% yield).. This data is from Reaction yield outcomes from USPTO patents with 853,638 reactions. (1) The reactants are [NH2:1][C:2](=[S:9])[CH2:3][C:4]([O:6][CH2:7][CH3:8])=[O:5].Br[CH2:11][C:12]([C:14]1[CH:19]=[CH:18][C:17]([F:20])=[CH:16][CH:15]=1)=O. The catalyst is C(O)C. The product is [F:20][C:17]1[CH:18]=[CH:19][C:14]([C:12]2[N:1]=[C:2]([CH2:3][C:4]([O:6][CH2:7][CH3:8])=[O:5])[S:9][CH:11]=2)=[CH:15][CH:16]=1. The yield is 0.830. (2) The reactants are Br[C:2]1[S:3][C:4]([C:16]2[CH:21]=[CH:20][N:19]=[C:18]([S:22]([CH3:25])(=[O:24])=[O:23])[N:17]=2)=[C:5]([C:7]2[CH:12]=[CH:11][CH:10]=[C:9]([N+:13]([O-:15])=[O:14])[CH:8]=2)[N:6]=1.[CH2:26]1COCC1.[Cl-].C[Zn+]. The catalyst is C(Cl)Cl.[Cu]I. The product is [CH3:26][C:2]1[S:3][C:4]([C:16]2[CH:21]=[CH:20][N:19]=[C:18]([S:22]([CH3:25])(=[O:24])=[O:23])[N:17]=2)=[C:5]([C:7]2[CH:12]=[CH:11][CH:10]=[C:9]([N+:13]([O-:15])=[O:14])[CH:8]=2)[N:6]=1. The yield is 0.770.